This data is from Full USPTO retrosynthesis dataset with 1.9M reactions from patents (1976-2016). The task is: Predict the reactants needed to synthesize the given product. (1) Given the product [Cl:24][C:21]1[N:22]=[C:23]2[C:18](=[CH:19][CH:20]=1)[N:17]=[CH:16][C:15]([C:25](=[O:27])[CH3:26])=[C:14]2[NH:13][C@H:10]1[CH2:11][CH2:12][C@H:7]([CH2:6][N:28]2[CH2:33][CH2:32][O:31][CH2:30][CH2:29]2)[CH2:8][CH2:9]1, predict the reactants needed to synthesize it. The reactants are: CS(O[CH2:6][C@H:7]1[CH2:12][CH2:11][C@H:10]([NH:13][C:14]2[C:23]3[C:18](=[CH:19][CH:20]=[C:21]([Cl:24])[N:22]=3)[N:17]=[CH:16][C:15]=2[C:25](=[O:27])[CH3:26])[CH2:9][CH2:8]1)(=O)=O.[NH:28]1[CH2:33][CH2:32][O:31][CH2:30][CH2:29]1. (2) Given the product [CH3:1][C:2]1[C:3]([C:17]#[N:18])=[C:4]2[N:9]([C:10]=1[C:11]1[CH:12]=[N:13][CH:14]=[CH:15][CH:16]=1)[CH:8]=[CH:7][CH:6]=[CH:5]2, predict the reactants needed to synthesize it. The reactants are: [CH3:1][C:2]1[C:3]([C:17]#[N:18])=[C:4]2[N:9]([C:10]=1[C:11]1[CH:12]=[N:13][CH:14]=[CH:15][CH:16]=1)[CH2:8][CH2:7][CH2:6][CH2:5]2. (3) Given the product [OH:8][CH2:9][C@H:10]([N:16]1[CH2:21][CH2:20][C@@H:19]([CH2:22][C:23]([OH:25])=[O:24])[CH2:18][C@H:17]1[C:26]1[CH:31]=[CH:30][C:29]([C:32]([F:35])([F:33])[F:34])=[CH:28][CH:27]=1)[CH2:11][CH2:12][CH:13]([CH3:14])[CH3:15], predict the reactants needed to synthesize it. The reactants are: C([O:8][CH2:9][C@H:10]([N:16]1[CH2:21][CH2:20][C@@H:19]([CH2:22][C:23]([OH:25])=[O:24])[CH2:18][C@H:17]1[C:26]1[CH:31]=[CH:30][C:29]([C:32]([F:35])([F:34])[F:33])=[CH:28][CH:27]=1)[C:11]#[C:12][C:13]([CH3:15])=[CH2:14])C1C=CC=CC=1. (4) The reactants are: [CH:1]([C:4]1[N:5]=[C:6]([C:26]2[CH:31]=[CH:30][C:29]([C:32]([F:35])([F:34])[F:33])=[CH:28][CH:27]=2)[S:7][C:8]=1[CH2:9][CH2:10][C:11]([C:13]1[CH:18]=[CH:17][C:16]([CH2:19][CH2:20][C:21]([O:23][CH3:24])=[O:22])=[C:15]([CH3:25])[CH:14]=1)=O)([CH3:3])[CH3:2].[Cl-].[NH4+].O1CCC[CH2:39]1. Given the product [CH:1]([C:4]1[N:5]=[C:6]([C:26]2[CH:27]=[CH:28][C:29]([C:32]([F:35])([F:33])[F:34])=[CH:30][CH:31]=2)[S:7][C:8]=1[CH2:9][CH2:10][C:11]([C:13]1[CH:18]=[CH:17][C:16]([CH2:19][CH2:20][C:21]([O:23][CH3:24])=[O:22])=[C:15]([CH3:25])[CH:14]=1)=[CH2:39])([CH3:2])[CH3:3], predict the reactants needed to synthesize it. (5) Given the product [CH3:1][CH:2]([C:14]1[CH:36]=[CH:35][C:17]([CH2:18][O:19][CH2:20][CH2:21][O:22][CH2:23][CH2:24][O:25][CH2:26][CH2:27][OH:28])=[CH:16][CH:15]=1)[CH2:3][CH2:4][CH2:5][CH2:6][CH2:7][CH2:8][CH2:9][CH2:10][CH2:11][CH2:12][CH3:13], predict the reactants needed to synthesize it. The reactants are: [CH3:1][CH:2]([C:14]1[CH:36]=[CH:35][C:17]([CH2:18][O:19][CH2:20][CH2:21][O:22][CH2:23][CH2:24][O:25][CH2:26][CH2:27][O:28]C2CCCCO2)=[CH:16][CH:15]=1)[CH2:3][CH2:4][CH2:5][CH2:6][CH2:7][CH2:8][CH2:9][CH2:10][CH2:11][CH2:12][CH3:13].CC1C=CC(S(O)(=O)=O)=CC=1.O. (6) Given the product [Cl:1][C:2]1[CH:3]=[C:4]([C:11]2[CH:16]=[CH:15][C:14]([C@H:17]([NH:19][S:35]([C:29]3[C:30]([CH3:34])=[N:31][N:32]([CH3:33])[C:28]=3[Cl:27])(=[O:36])=[O:37])[CH3:18])=[CH:13][CH:12]=2)[C:5]([O:8][CH2:9][CH3:10])=[N:6][CH:7]=1, predict the reactants needed to synthesize it. The reactants are: [Cl:1][C:2]1[CH:3]=[C:4]([C:11]2[CH:16]=[CH:15][C:14]([C@H:17]([NH2:19])[CH3:18])=[CH:13][CH:12]=2)[C:5]([O:8][CH2:9][CH3:10])=[N:6][CH:7]=1.C(N(CC)CC)C.[Cl:27][C:28]1[N:32]([CH3:33])[N:31]=[C:30]([CH3:34])[C:29]=1[S:35](Cl)(=[O:37])=[O:36]. (7) Given the product [CH2:20]([C@H:9]1[C:10]2=[N:11][CH:12]=[C:13]([C:17](=[O:18])[NH:53][C@H:54]([C:57]3[CH:58]=[CH:59][C:60]([S:63]([CH2:66][CH3:67])(=[O:65])=[O:64])=[CH:61][CH:62]=3)[CH2:55][OH:56])[CH:14]=[C:15]2[CH2:16][N:8]1[C:6]([O:5][C:1]([CH3:2])([CH3:3])[CH3:4])=[O:7])[CH3:21], predict the reactants needed to synthesize it. The reactants are: [C:1]([O:5][C:6]([N:8]1[CH2:16][C:15]2[C:10](=[N:11][CH:12]=[C:13]([C:17](O)=[O:18])[CH:14]=2)[C@@H:9]1[CH2:20][CH3:21])=[O:7])([CH3:4])([CH3:3])[CH3:2].CN(C(ON1N=NC2C=CC=NC1=2)=[N+](C)C)C.F[P-](F)(F)(F)(F)F.C(N(CC)CC)C.[NH2:53][C@H:54]([C:57]1[CH:62]=[CH:61][C:60]([S:63]([CH2:66][CH3:67])(=[O:65])=[O:64])=[CH:59][CH:58]=1)[CH2:55][OH:56]. (8) Given the product [C:1]([C:5]1[CH:10]=[C:9]([C:11]([CH3:14])([CH3:13])[CH3:12])[CH:8]=[C:7]([C:7]2[C:6]([OH:15])=[C:5]([C:1]([CH3:4])([CH3:3])[CH3:2])[CH:10]=[C:9]([C:11]([CH3:14])([CH3:13])[CH3:12])[CH:8]=2)[C:6]=1[OH:15])([CH3:4])([CH3:3])[CH3:2], predict the reactants needed to synthesize it. The reactants are: [C:1]([C:5]1[CH:10]=[C:9]([C:11]([CH3:14])([CH3:13])[CH3:12])[CH:8]=[CH:7][C:6]=1[OH:15])([CH3:4])([CH3:3])[CH3:2].[Se](=O)=O. (9) Given the product [C:35]([C:17]1[CH:18]=[CH:19][C:20]2[N:11]([CH2:10][CH2:9][CH2:8][NH:7][CH3:6])[C:12](=[O:32])[C:13]3=[C:24]([CH3:25])[NH:23][N:22]=[C:14]3[C:15]=2[CH:16]=1)#[CH:36], predict the reactants needed to synthesize it. The reactants are: C(O[C:6](=O)[NH:7][CH2:8][CH2:9][CH2:10][N:11]1[C:20]2[CH:19]=[CH:18][C:17](I)=[CH:16][C:15]=2[C:14]2=[N:22][N:23](C3CCCCO3)[C:24]([CH3:25])=[C:13]2[C:12]1=[O:32])(C)(C)C.N[CH2:35][CH2:36]CN1C2C=CC(I)=CC=2C2=NNC(C)=C2C1=O. (10) Given the product [NH2:16][C:13]1[CH:14]=[CH:15][C:10]([CH:5]([CH2:4][CH:1]2[CH2:2][CH2:3]2)[C:6]([O:8][CH3:9])=[O:7])=[N:11][CH:12]=1, predict the reactants needed to synthesize it. The reactants are: [CH:1]1([CH2:4][CH:5]([C:10]2[CH:15]=[CH:14][C:13]([N+:16]([O-])=O)=[CH:12][N:11]=2)[C:6]([O:8][CH3:9])=[O:7])[CH2:3][CH2:2]1.